This data is from Reaction yield outcomes from USPTO patents with 853,638 reactions. The task is: Predict the reaction yield, written as a fraction of the theoretical maximum amount of product (1.0 means a 100% yield; for example, 0.34 means a 34% yield). (1) The reactants are [NH2:1][CH2:2][CH2:3][CH2:4][N:5]1[CH2:9][CH2:8][CH2:7][CH2:6]1.[CH:10]([C:12]1[CH:21]=[CH:20][C:15]([C:16]([NH:18][CH3:19])=[O:17])=[CH:14][CH:13]=1)=O. No catalyst specified. The product is [CH3:19][NH:18][C:16](=[O:17])[C:15]1[CH:20]=[CH:21][C:12]([CH2:10][NH:1][CH2:2][CH2:3][CH2:4][N:5]2[CH2:9][CH2:8][CH2:7][CH2:6]2)=[CH:13][CH:14]=1. The yield is 0.350. (2) The reactants are C[Si](Br)(C)C.C(OC([N:13]1[CH2:18][CH2:17][CH2:16][C@H:15]2[CH2:19][N:20]([C:22]3[C:31]([O:32][CH3:33])=[C:30]4[C:25]([C:26](=[O:60])[C:27]([C:37]([O:39][CH2:40][CH2:41][CH2:42][CH:43]([P:52]([O:57]CC)([O:54]CC)=[O:53])[P:44]([O:49]CC)([O:46]CC)=[O:45])=[O:38])=[CH:28][N:29]4[CH:34]4[CH2:36][CH2:35]4)=[CH:24][C:23]=3[F:61])[CH2:21][C@@H:14]12)=O)(C)(C)C. The catalyst is C(Cl)Cl. The product is [NH:13]1[CH2:18][CH2:17][CH2:16][C@H:15]2[CH2:19][N:20]([C:22]3[C:31]([O:32][CH3:33])=[C:30]4[C:25]([C:26](=[O:60])[C:27]([C:37]([O:39][CH2:40][CH2:41][CH2:42][CH:43]([P:52]([OH:54])([OH:57])=[O:53])[P:44]([OH:46])([OH:49])=[O:45])=[O:38])=[CH:28][N:29]4[CH:34]4[CH2:35][CH2:36]4)=[CH:24][C:23]=3[F:61])[CH2:21][C@@H:14]12. The yield is 1.00.